This data is from Forward reaction prediction with 1.9M reactions from USPTO patents (1976-2016). The task is: Predict the product of the given reaction. (1) Given the reactants [NH2:1][CH2:2][CH:3]1[CH2:8][CH2:7][NH:6][CH2:5][CH2:4]1.[CH2:9]([O:16][C:17]([Cl:19])=[O:18])[C:10]1[CH:15]=[CH:14][CH:13]=[CH:12][CH:11]=1.C(=O)=O.CO, predict the reaction product. The product is: [ClH:19].[CH2:9]([O:16][C:17]([N:6]1[CH2:7][CH2:8][CH:3]([CH2:2][NH2:1])[CH2:4][CH2:5]1)=[O:18])[C:10]1[CH:15]=[CH:14][CH:13]=[CH:12][CH:11]=1. (2) Given the reactants Cl.[F:2][C:3]([C:6]1[CH:42]=[CH:41][C:9]([CH2:10][CH:11]([CH:38]([CH3:40])[CH3:39])[CH2:12][CH:13]([NH:30]C(=O)OC(C)(C)C)[CH:14]([OH:29])[CH2:15][CH:16]([C:20](=[O:28])[NH:21][CH:22]2[CH2:27][CH2:26][O:25][CH2:24][CH2:23]2)[CH:17]([CH3:19])[CH3:18])=[CH:8][C:7]=1[O:43][CH2:44][CH2:45][CH2:46][O:47][CH3:48])([F:5])[CH3:4], predict the reaction product. The product is: [O:25]1[CH2:26][CH2:27][CH:22]([NH:21][C:20](=[O:28])[CH:16]([CH:17]([CH3:19])[CH3:18])[CH2:15][CH:14]([OH:29])[CH:13]([NH2:30])[CH2:12][CH:11]([CH2:10][C:9]2[CH:41]=[CH:42][C:6]([C:3]([F:5])([F:2])[CH3:4])=[C:7]([O:43][CH2:44][CH2:45][CH2:46][O:47][CH3:48])[CH:8]=2)[CH:38]([CH3:39])[CH3:40])[CH2:23][CH2:24]1. (3) The product is: [C:1]1([C:7]2([C:10]3[N:15]=[C:14]4[S:16][C:17]([C:19]5[CH:20]=[CH:21][C:22]([CH2:23][N:27]6[CH2:30][CH:29]([C:31]([OH:33])=[O:32])[CH2:28]6)=[CH:25][CH:26]=5)=[N:18][C:13]4=[CH:12][CH:11]=3)[CH2:8][CH2:9]2)[CH:2]=[CH:3][CH:4]=[CH:5][CH:6]=1. Given the reactants [C:1]1([C:7]2([C:10]3[N:15]=[C:14]4[S:16][C:17]([C:19]5[CH:26]=[CH:25][C:22]([CH:23]=O)=[CH:21][CH:20]=5)=[N:18][C:13]4=[CH:12][CH:11]=3)[CH2:9][CH2:8]2)[CH:6]=[CH:5][CH:4]=[CH:3][CH:2]=1.[NH:27]1[CH2:30][CH:29]([C:31]([OH:33])=[O:32])[CH2:28]1, predict the reaction product. (4) Given the reactants [F:1][C:2]1[C:3]([CH:8]=O)=[N:4][CH:5]=[CH:6][CH:7]=1.[CH3:10][C:11]([S@@:14]([NH2:16])=[O:15])([CH3:13])[CH3:12].CCOC(C)=O, predict the reaction product. The product is: [F:1][C:2]1[C:3](/[CH:8]=[N:16]/[S@:14]([C:11]([CH3:13])([CH3:12])[CH3:10])=[O:15])=[N:4][CH:5]=[CH:6][CH:7]=1.